Dataset: NCI-60 drug combinations with 297,098 pairs across 59 cell lines. Task: Regression. Given two drug SMILES strings and cell line genomic features, predict the synergy score measuring deviation from expected non-interaction effect. (1) Drug 1: C1CNP(=O)(OC1)N(CCCl)CCCl. Drug 2: C1=CC(=C(C=C1I)F)NC2=C(C=CC(=C2F)F)C(=O)NOCC(CO)O. Cell line: SW-620. Synergy scores: CSS=49.9, Synergy_ZIP=1.48, Synergy_Bliss=-0.507, Synergy_Loewe=-21.3, Synergy_HSA=-2.77. (2) Drug 1: C1=NC2=C(N=C(N=C2N1C3C(C(C(O3)CO)O)F)Cl)N. Drug 2: C1=CC=C(C(=C1)C(C2=CC=C(C=C2)Cl)C(Cl)Cl)Cl. Cell line: NCI-H522. Synergy scores: CSS=-2.01, Synergy_ZIP=1.43, Synergy_Bliss=0.307, Synergy_Loewe=-2.14, Synergy_HSA=-2.30. (3) Drug 1: CC(C1=C(C=CC(=C1Cl)F)Cl)OC2=C(N=CC(=C2)C3=CN(N=C3)C4CCNCC4)N. Drug 2: CC1C(C(=O)NC(C(=O)N2CCCC2C(=O)N(CC(=O)N(C(C(=O)O1)C(C)C)C)C)C(C)C)NC(=O)C3=C4C(=C(C=C3)C)OC5=C(C(=O)C(=C(C5=N4)C(=O)NC6C(OC(=O)C(N(C(=O)CN(C(=O)C7CCCN7C(=O)C(NC6=O)C(C)C)C)C)C(C)C)C)N)C. Cell line: LOX IMVI. Synergy scores: CSS=13.7, Synergy_ZIP=5.23, Synergy_Bliss=13.5, Synergy_Loewe=14.6, Synergy_HSA=14.3.